This data is from Forward reaction prediction with 1.9M reactions from USPTO patents (1976-2016). The task is: Predict the product of the given reaction. (1) The product is: [CH2:57]([O:61][CH2:25][CH:23]([OH:24])[CH2:22][O:21][C:18]1[CH:17]=[CH:16][C:15]([C:12]([C:9]2[CH:8]=[CH:7][C:6]([O:5][CH2:4][CH:3]([OH:26])[CH2:2][Cl:1])=[CH:11][CH:10]=2)([CH3:14])[CH3:13])=[CH:20][CH:19]=1)[CH2:58][CH2:59][CH3:60]. Given the reactants [Cl:1][CH2:2][CH:3]([OH:26])[CH2:4][O:5][C:6]1[CH:11]=[CH:10][C:9]([C:12]([C:15]2[CH:20]=[CH:19][C:18]([O:21][CH2:22][CH:23]3[CH2:25][O:24]3)=[CH:17][CH:16]=2)([CH3:14])[CH3:13])=[CH:8][CH:7]=1.FC(F)(F)S([O-])(=O)=O.[Bi+3].FC(F)(F)S([O-])(=O)=O.FC(F)(F)S([O-])(=O)=O.C(=O)(O)[O-].[Na+].[CH2:57]([OH:61])[CH2:58][CH2:59][CH3:60], predict the reaction product. (2) The product is: [F:1][C:2]1[C:6]2[CH:7]=[C:8]([F:15])[CH:9]=[C:10]([CH2:11][OH:12])[C:5]=2[O:4][C:3]=1[CH3:16]. Given the reactants [F:1][C:2]1[C:6]2[CH:7]=[C:8]([F:15])[CH:9]=[C:10]([C:11](OC)=[O:12])[C:5]=2[O:4][C:3]=1[CH3:16].C(=O)=O.CC(C[AlH]CC(C)C)C.[OH-].[Na+], predict the reaction product. (3) Given the reactants [OH:1][C:2]1[CH:11]=[C:10]2[C:5]([CH:6]=[C:7]([C:14]3[CH:19]=[CH:18][C:17]([O:20]C)=[CH:16][CH:15]=3)[CH:8]=[C:9]2[C:12]#[N:13])=[CH:4][CH:3]=1.Cl.[NH+]1C=CC=CC=1, predict the reaction product. The product is: [OH:1][C:2]1[CH:11]=[C:10]2[C:5]([CH:6]=[C:7]([C:14]3[CH:19]=[CH:18][C:17]([OH:20])=[CH:16][CH:15]=3)[CH:8]=[C:9]2[C:12]#[N:13])=[CH:4][CH:3]=1. (4) Given the reactants Cl.[Cl:2][C:3]1[CH:4]=[C:5]([NH:18][C:19]2[C:20]3[NH:27][CH:26]=[CH:25][C:21]=3[N:22]=[CH:23][N:24]=2)[CH:6]=[CH:7][C:8]=1[O:9][CH2:10][C:11]1[CH:16]=[CH:15][CH:14]=[C:13]([F:17])[CH:12]=1.C(=O)([O-])[O-].[K+].[K+].[CH3:34][O:35][C:36]1[CH:37]=[C:38]([S:44](Cl)(=[O:46])=[O:45])[CH:39]=[CH:40][C:41]=1[O:42][CH3:43], predict the reaction product. The product is: [Cl:2][C:3]1[CH:4]=[C:5]([NH:18][C:19]2[C:20]3[N:27]([S:44]([C:38]4[CH:39]=[CH:40][C:41]([O:42][CH3:43])=[C:36]([O:35][CH3:34])[CH:37]=4)(=[O:46])=[O:45])[CH:26]=[CH:25][C:21]=3[N:22]=[CH:23][N:24]=2)[CH:6]=[CH:7][C:8]=1[O:9][CH2:10][C:11]1[CH:16]=[CH:15][CH:14]=[C:13]([F:17])[CH:12]=1.